From a dataset of Reaction yield outcomes from USPTO patents with 853,638 reactions. Predict the reaction yield, written as a fraction of the theoretical maximum amount of product (1.0 means a 100% yield; for example, 0.34 means a 34% yield). (1) The reactants are [NH2:1][C:2]1[C:3]2[N:4]([C:8]([C@@H:12]3[CH2:16][CH2:15][CH2:14][N:13]3C(OCC3C=CC=CC=3)=O)=[N:9][C:10]=2Br)[CH:5]=[CH:6][N:7]=1.[F:27][C:28]1[CH:42]=[C:41](B2OC(C)(C)C(C)(C)O2)[CH:40]=[CH:39][C:29]=1[C:30]([NH:32][C:33]1[CH:38]=[CH:37][CH:36]=[CH:35][N:34]=1)=[O:31]. No catalyst specified. The product is [NH2:1][C:2]1[C:3]2[N:4]([C:8]([C@@H:12]3[CH2:16][CH2:15][CH2:14][NH:13]3)=[N:9][C:10]=2[C:41]2[CH:40]=[CH:39][C:29]([C:30]([NH:32][C:33]3[CH:38]=[CH:37][CH:36]=[CH:35][N:34]=3)=[O:31])=[C:28]([F:27])[CH:42]=2)[CH:5]=[CH:6][N:7]=1. The yield is 0.760. (2) The reactants are [CH3:1][NH:2][C:3]([C:5]1[S:9][C:8]([N:10]2[CH2:15][CH2:14][N:13](C(OC(C)(C)C)=O)[CH2:12][CH2:11]2)=[N:7][C:6]=1[C:23]1[CH:28]=[CH:27][C:26]([O:29][C:30]2[CH:35]=[CH:34][CH:33]=[CH:32][CH:31]=2)=[CH:25][CH:24]=1)=[O:4].C(O)(C(F)(F)F)=O. The catalyst is C(Cl)Cl. The product is [CH3:1][NH:2][C:3]([C:5]1[S:9][C:8]([N:10]2[CH2:15][CH2:14][NH:13][CH2:12][CH2:11]2)=[N:7][C:6]=1[C:23]1[CH:28]=[CH:27][C:26]([O:29][C:30]2[CH:35]=[CH:34][CH:33]=[CH:32][CH:31]=2)=[CH:25][CH:24]=1)=[O:4]. The yield is 1.00. (3) The reactants are [C:1]([C:3]1[CH:11]=[CH:10][C:6]([C:7]([Cl:9])=[O:8])=[CH:5][CH:4]=1)#[N:2].[NH2:12][C:13]1[CH:28]=[CH:27][C:26]([O:29][CH3:30])=[CH:25][C:14]=1[C:15]([NH:17][C:18]1[CH:23]=[CH:22][C:21]([Cl:24])=[CH:20][N:19]=1)=[O:16].N1C=CC=CC=1. The product is [ClH:9].[Cl:24][C:21]1[CH:22]=[CH:23][C:18]([NH:17][C:15](=[O:16])[C:14]2[CH:25]=[C:26]([O:29][CH3:30])[CH:27]=[CH:28][C:13]=2[NH:12][C:7](=[O:8])[C:6]2[CH:10]=[CH:11][C:3]([C:1]#[N:2])=[CH:4][CH:5]=2)=[N:19][CH:20]=1. The catalyst is C1COCC1. The yield is 0.748. (4) The reactants are Br[C:2]1[CH:3]=[C:4]([CH:8]([NH:12][C:13]([C:15]2[CH:16]=[N:17][N:18]([C:21]3[CH:26]=[CH:25][C:24]([Cl:27])=[CH:23][CH:22]=3)[C:19]=2[CH3:20])=[O:14])[CH2:9][CH2:10][CH3:11])[CH:5]=[N:6][CH:7]=1.[CH3:28][S:29]([NH2:32])(=[O:31])=[O:30].C([O-])(=O)C.[Cs+].[Cl-].[NH4+].[Na].C(=O)(O)[O-].[Na+]. The catalyst is CS(C)=O.CCOC(C)=O.[Cu]I. The product is [CH3:28][S:29]([NH:32][C:2]1[CH:3]=[C:4]([CH:8]([NH:12][C:13]([C:15]2[CH:16]=[N:17][N:18]([C:21]3[CH:26]=[CH:25][C:24]([Cl:27])=[CH:23][CH:22]=3)[C:19]=2[CH3:20])=[O:14])[CH2:9][CH2:10][CH3:11])[CH:5]=[N:6][CH:7]=1)(=[O:31])=[O:30]. The yield is 0.360. (5) The reactants are [Br:1][C:2]1[CH:3]=[C:4]([CH:7]=[CH:8][C:9]=1[S:10](=[O:15])(=[O:14])[N:11]([CH3:13])[CH3:12])[CH2:5]O.S(Cl)([Cl:18])=O. The catalyst is C(Cl)Cl.CCCCCC. The product is [Br:1][C:2]1[CH:3]=[C:4]([CH:7]=[CH:8][C:9]=1[S:10](=[O:15])(=[O:14])[N:11]([CH3:13])[CH3:12])[CH2:5][Cl:18]. The yield is 0.950. (6) The product is [NH2:31][C:30]1[C:29]2[C:28]([C:32]3[CH:37]=[CH:36][C:35]([O:38][C:39]4[CH:44]=[CH:43][CH:42]=[CH:41][CH:40]=4)=[CH:34][CH:33]=3)=[CH:27][N:26]([C:45]3[CH:46]=[C:47]([CH2:51][OH:52])[CH:48]=[CH:49][CH:50]=3)[C:25]=2[N:24]=[CH:2][N:1]=1. No catalyst specified. The yield is 0.380. The reactants are [NH2:1][C:2]1N(C2C=CC=C(CO)C=2)C=C(C2C=CC(Cl)=CC=2)C=1C#N.[NH2:24][C:25]1[N:26]([C:45]2[CH:50]=[CH:49][CH:48]=[C:47]([CH2:51][OH:52])[CH:46]=2)[CH:27]=[C:28]([C:32]2[CH:37]=[CH:36][C:35]([O:38][C:39]3[CH:44]=[CH:43][CH:42]=[CH:41][CH:40]=3)=[CH:34][CH:33]=2)[C:29]=1[C:30]#[N:31].C(OCC)(OCC)OCC.O.C1(C)C=CC(S(O)(=O)=O)=CC=1. (7) The reactants are [C:1]([C:5]1[CH:10]=[CH:9][C:8]([OH:11])=[CH:7][CH:6]=1)([CH3:4])([CH3:3])[CH3:2].S(Cl)([Cl:15])(=O)=O. The catalyst is ClCCl. The product is [Cl:15][C:9]1[CH:10]=[C:5]([C:1]([CH3:4])([CH3:2])[CH3:3])[CH:6]=[CH:7][C:8]=1[OH:11]. The yield is 0.800. (8) The reactants are Cl.[CH3:2][O:3][C:4]1[CH:5]=[C:6]2[C:11](=[C:12]([N:14]3[CH2:19][CH2:18][N:17]([CH3:20])[CH2:16][CH2:15]3)[CH:13]=1)[O:10][CH:9]([C:21]([OH:23])=O)[CH2:8][CH2:7]2.[NH2:24][C:25]1[CH:30]=[CH:29][C:28]([N:31]2[CH2:36][CH2:35][N:34]([C:37](=[O:39])[CH3:38])[CH2:33][CH2:32]2)=[CH:27][CH:26]=1. No catalyst specified. The product is [C:37]([N:34]1[CH2:33][CH2:32][N:31]([C:28]2[CH:29]=[CH:30][C:25]([NH:24][C:21]([CH:9]3[CH2:8][CH2:7][C:6]4[C:11](=[C:12]([N:14]5[CH2:19][CH2:18][N:17]([CH3:20])[CH2:16][CH2:15]5)[CH:13]=[C:4]([O:3][CH3:2])[CH:5]=4)[O:10]3)=[O:23])=[CH:26][CH:27]=2)[CH2:36][CH2:35]1)(=[O:39])[CH3:38]. The yield is 0.600.